From a dataset of Forward reaction prediction with 1.9M reactions from USPTO patents (1976-2016). Predict the product of the given reaction. (1) Given the reactants [CH2:1]([N:3]1[C:8]2[CH:9]=[C:10]([C:14]3[CH:15]=[C:16]([CH:19]=[CH:20][C:21]=3[O:22][C:23]([F:26])([F:25])[F:24])[CH:17]=[O:18])[C:11]([CH3:13])=[CH:12][C:7]=2[O:6][C:5]([CH3:28])([CH3:27])[C:4]1=[O:29])[CH3:2].[CH3:30][Mg]Br.C(OCC)C.CC(OI1(OC(C)=O)(OC(C)=O)OC(=O)C2C=CC=CC1=2)=O, predict the reaction product. The product is: [C:17]([C:16]1[CH:19]=[CH:20][C:21]([O:22][C:23]([F:25])([F:24])[F:26])=[C:14]([C:10]2[C:11]([CH3:13])=[CH:12][C:7]3[O:6][C:5]([CH3:28])([CH3:27])[C:4](=[O:29])[N:3]([CH2:1][CH3:2])[C:8]=3[CH:9]=2)[CH:15]=1)(=[O:18])[CH3:30]. (2) Given the reactants [I:1][C:2]1[CH:3]=[CH:4][C:5]2[N:6]([C:8]([CH3:14])=[C:9](C(O)=O)[N:10]=2)[N:7]=1.C([N:17]([CH2:20]C)CC)C.P(N=[N+]=[N-])(=O)(OC1C=CC=CC=1)[O:23]C1C=CC=CC=1.[C:41]([OH:45])([CH3:44])([CH3:43])[CH3:42], predict the reaction product. The product is: [I:1][C:2]1[CH:3]=[CH:4][C:5]2[N:6]([C:8]([CH3:14])=[C:9]([NH:17][C:20](=[O:23])[O:45][C:41]([CH3:44])([CH3:43])[CH3:42])[N:10]=2)[N:7]=1. (3) The product is: [CH3:27][O:26][C:24]([C@@H:16]([NH:15][C:13]([C@@H:8]([NH2:7])[CH2:9][C:10]([OH:12])=[O:11])=[O:14])[CH2:17][C:18]1[CH:19]=[CH:20][CH:21]=[CH:22][CH:23]=1)=[O:25].[CH3:4][C:2]([CH2:5][CH2:6][NH:7][C@H:8]([C:13]([NH:15][C@H:16]([C:24]([O:26][CH3:27])=[O:25])[CH2:17][C:18]1[CH:23]=[CH:22][CH:21]=[CH:20][CH:19]=1)=[O:14])[CH2:9][C:10]([OH:12])=[O:11])([CH3:1])[CH3:3]. Given the reactants [CH3:1][C:2]([CH2:5][CH2:6][NH:7][C@H:8]([C:13]([NH:15][C@H:16]([C:24]([O:26][CH3:27])=[O:25])[CH2:17][C:18]1[CH:23]=[CH:22][CH:21]=[CH:20][CH:19]=1)=[O:14])[CH2:9][C:10]([OH:12])=[O:11])([CH3:4])[CH3:3].CC(C)(C)CC=O, predict the reaction product. (4) Given the reactants [H-].[Na+].[C:3]([CH2:5][C:6]([NH2:8])=[O:7])#[N:4].[Br:9][C:10]1[CH:11]=[CH:12][C:13]2[C:18](=O)[O:17]C(=O)[N:15]([CH2:21][CH3:22])[C:14]=2[CH:23]=1.Cl, predict the reaction product. The product is: [NH2:4][C:3]1[N:15]([CH2:21][CH3:22])[C:14]2[C:13]([C:18](=[O:17])[C:5]=1[C:6]([NH2:8])=[O:7])=[CH:12][CH:11]=[C:10]([Br:9])[CH:23]=2. (5) Given the reactants Cl[C:2]1[C:11]2[C:6](=[CH:7][CH:8]=[CH:9][CH:10]=2)[C:5]2=[N:12][N:13]=[C:14]([C:15]([F:18])([F:17])[F:16])[N:4]2[N:3]=1.C(OC(=O)[N:25]([CH2:34][C:35]1[CH:36]=[N:37][CH:38]=[C:39]([CH2:41][OH:42])[CH:40]=1)[CH2:26][CH2:27][C:28]1[CH:33]=[CH:32][CH:31]=[CH:30][CH:29]=1)(C)(C)C.CN(C=O)C.C[Si]([N-][Si](C)(C)C)(C)C.[Li+], predict the reaction product. The product is: [CH2:26]([NH:25][CH2:34][C:35]1[CH:36]=[N:37][CH:38]=[C:39]([CH2:41][O:42][C:2]2[C:11]3[C:6](=[CH:7][CH:8]=[CH:9][CH:10]=3)[C:5]3=[N:12][N:13]=[C:14]([C:15]([F:18])([F:17])[F:16])[N:4]3[N:3]=2)[CH:40]=1)[CH2:27][C:28]1[CH:33]=[CH:32][CH:31]=[CH:30][CH:29]=1. (6) Given the reactants CN(C)/[N:3]=[CH:4]/[C:5](=O)[C:6]([F:9])([F:8])[F:7].C([O-])(=O)C.[NH4+:16].[CH:17]1([C:20]2[C:21]([N:38]([CH2:43][CH2:44][CH:45]([CH3:47])[CH3:46])[S:39]([CH3:42])(=[O:41])=[O:40])=[CH:22][C:23]3[O:27][C:26]([C:28]4[CH:33]=[CH:32][C:31]([F:34])=[CH:30][CH:29]=4)=[C:25]([CH:35]=O)[C:24]=3[CH:37]=2)[CH2:19][CH2:18]1.C(OCC)(=O)C.C(Cl)Cl, predict the reaction product. The product is: [CH:17]1([C:20]2[C:21]([N:38]([CH2:43][CH2:44][CH:45]([CH3:47])[CH3:46])[S:39]([CH3:42])(=[O:40])=[O:41])=[CH:22][C:23]3[O:27][C:26]([C:28]4[CH:33]=[CH:32][C:31]([F:34])=[CH:30][CH:29]=4)=[C:25]([C:35]4[NH:3][CH:4]=[C:5]([C:6]([F:7])([F:8])[F:9])[N:16]=4)[C:24]=3[CH:37]=2)[CH2:19][CH2:18]1. (7) The product is: [CH3:1][O:2][CH2:3][C:4]1[CH:9]=[C:8]([C:10]2[O:12][N:21]=[C:22]([C:24]3[CH:32]=[C:31]([CH3:33])[C:27]4[NH:28][CH:29]=[N:30][C:26]=4[CH:25]=3)[N:23]=2)[CH:7]=[CH:6][C:5]=1[C:13]1[CH:18]=[CH:17][CH:16]=[CH:15][C:14]=1[CH3:19]. Given the reactants [CH3:1][O:2][CH2:3][C:4]1[CH:9]=[C:8]([C:10]([OH:12])=O)[CH:7]=[CH:6][C:5]=1[C:13]1[CH:18]=[CH:17][CH:16]=[CH:15][C:14]=1[CH3:19].O[N:21]=[C:22]([C:24]1[CH:32]=[C:31]([CH3:33])[C:27]2[NH:28][CH:29]=[N:30][C:26]=2[CH:25]=1)[NH2:23], predict the reaction product. (8) Given the reactants [C:1]([O:5][C:6]([NH:8][CH:9]([CH2:22][C:23]1[CH:28]=[CH:27][CH:26]=[CH:25][CH:24]=1)[CH2:10]OS(C1C=CC(C)=CC=1)(=O)=O)=[O:7])([CH3:4])([CH3:3])[CH3:2].[C-:29]#[N:30].[Na+], predict the reaction product. The product is: [C:1]([O:5][C:6](=[O:7])[NH:8][CH:9]([CH2:22][C:23]1[CH:24]=[CH:25][CH:26]=[CH:27][CH:28]=1)[CH2:10][C:29]#[N:30])([CH3:2])([CH3:3])[CH3:4]. (9) Given the reactants [NH2:1][C:2]([CH3:23])([CH2:5][N:6]1[N:10]=[C:9]2[CH:11]=[C:12]([C:19]([F:22])([F:21])[F:20])[CH:13]=[C:14]([C:15]([F:18])([F:17])[F:16])[C:8]2=[N:7]1)[C:3]#[N:4].[F:24][C:25]([F:36])([F:35])[C:26]1[CH:34]=[CH:33][C:29]([C:30](Cl)=[S:31])=[CH:28][CH:27]=1, predict the reaction product. The product is: [F:18][C:15]([F:16])([F:17])[C:14]1[C:8]2[C:9](=[N:10][N:6]([CH2:5][C:2]([NH:1][C:30](=[S:31])[C:29]3[CH:28]=[CH:27][C:26]([C:25]([F:24])([F:35])[F:36])=[CH:34][CH:33]=3)([C:3]#[N:4])[CH3:23])[N:7]=2)[CH:11]=[C:12]([C:19]([F:21])([F:20])[F:22])[CH:13]=1.